Task: Predict the reactants needed to synthesize the given product.. Dataset: Full USPTO retrosynthesis dataset with 1.9M reactions from patents (1976-2016) (1) The reactants are: [C:1]([O:5][C:6]([NH:8][C@H:9]([C:21]([O:23]C)=O)[CH2:10][CH:11]([C:14]1[CH:19]=[CH:18][CH:17]=[CH:16][C:15]=1[F:20])[C:12]#[N:13])=[O:7])([CH3:4])([CH3:3])[CH3:2].[H][H].C(=O)([O-])[O-].[K+].[K+]. Given the product [F:20][C:15]1[CH:16]=[CH:17][CH:18]=[CH:19][C:14]=1[C@H:11]1[CH2:12][NH:13][C:21](=[O:23])[C@@H:9]([NH:8][C:6](=[O:7])[O:5][C:1]([CH3:4])([CH3:3])[CH3:2])[CH2:10]1, predict the reactants needed to synthesize it. (2) Given the product [F:21][C:22]([F:42])([CH:25]([F:41])[O:26][C:27]([F:40])([F:39])[C:28]([F:37])([F:38])[C:29]([F:35])([F:36])[O:30][C:31]([F:32])([F:33])[F:34])[C:23]([OH:18])=[O:24], predict the reactants needed to synthesize it. The reactants are: N([O-])=O.[Na+].CC1(C)N([O])C(C)(C)CCC1.CC(O[Na])=[O:18].[F:21][C:22]([F:42])([CH:25]([F:41])[O:26][C:27]([F:40])([F:39])[C:28]([F:38])([F:37])[C:29]([F:36])([F:35])[O:30][C:31]([F:34])([F:33])[F:32])[CH2:23][OH:24].O=O.